This data is from Full USPTO retrosynthesis dataset with 1.9M reactions from patents (1976-2016). The task is: Predict the reactants needed to synthesize the given product. (1) Given the product [C:1]([N:4]1[C:13]2[C:8](=[CH:9][C:10]([NH:14][C:26](=[O:27])[CH2:25][Br:24])=[CH:11][CH:12]=2)[C:7]([C:16]2[CH:21]=[CH:20][CH:19]=[CH:18][CH:17]=2)([CH3:15])[CH2:6][C:5]1([CH3:23])[CH3:22])(=[O:3])[CH3:2], predict the reactants needed to synthesize it. The reactants are: [C:1]([N:4]1[C:13]2[C:8](=[CH:9][C:10]([NH2:14])=[CH:11][CH:12]=2)[C:7]([C:16]2[CH:21]=[CH:20][CH:19]=[CH:18][CH:17]=2)([CH3:15])[CH2:6][C:5]1([CH3:23])[CH3:22])(=[O:3])[CH3:2].[Br:24][CH2:25][C:26](Cl)=[O:27].C(N(CC)C(C)C)(C)C. (2) Given the product [I:1][C:2]1[C:3]([CH3:11])=[C:4]([CH:8]=[CH:9][CH:10]=1)[C:5]([O:7][CH3:17])=[O:6], predict the reactants needed to synthesize it. The reactants are: [I:1][C:2]1[C:3]([CH3:11])=[C:4]([CH:8]=[CH:9][CH:10]=1)[C:5]([OH:7])=[O:6].S(=O)(=O)(O)O.[CH3:17]O. (3) Given the product [CH3:11][O:18][CH2:15][N:5]([CH2:6][Si:7]([CH3:10])([CH3:9])[CH3:8])[C:2]([CH3:4])([CH3:3])[CH3:1], predict the reactants needed to synthesize it. The reactants are: [CH3:1][C:2]([NH:5][CH2:6][Si:7]([CH3:10])([CH3:9])[CH3:8])([CH3:4])[CH3:3].[CH3:11]O.C=O.[C:15](=[O:18])([O-])[O-].[K+].[K+]. (4) Given the product [Br:21][C:13]1[C:14]([CH3:15])=[C:9]([CH2:8][C:7]2[CH:19]=[CH:20][C:4]([CH:1]([CH3:3])[CH3:2])=[CH:5][CH:6]=2)[C:10]([O:17][CH3:18])=[CH:11][C:12]=1[CH3:16], predict the reactants needed to synthesize it. The reactants are: [CH:1]([C:4]1[CH:20]=[CH:19][C:7]([CH2:8][C:9]2[C:14]([CH3:15])=[CH:13][C:12]([CH3:16])=[CH:11][C:10]=2[O:17][CH3:18])=[CH:6][CH:5]=1)([CH3:3])[CH3:2].[Br:21]N1C(=O)CCC1=O.O. (5) Given the product [CH2:38]([N:1]1[CH2:4][CH:3]([N:5]([CH2:31][CH2:32][N:33]2[CH2:34][CH2:35][CH2:36][CH2:37]2)[S:6]([C:9]2[CH:14]=[CH:13][C:12]([NH:15][C:16]3[N:21]=[C:20]([NH:22][C:23]4[CH:28]=[CH:27][C:26]([F:29])=[C:25]([CH3:30])[CH:24]=4)[CH:19]=[CH:18][N:17]=3)=[CH:11][CH:10]=2)(=[O:7])=[O:8])[CH2:2]1)[CH3:39], predict the reactants needed to synthesize it. The reactants are: [NH:1]1[CH2:4][CH:3]([N:5]([CH2:31][CH2:32][N:33]2[CH2:37][CH2:36][CH2:35][CH2:34]2)[S:6]([C:9]2[CH:14]=[CH:13][C:12]([NH:15][C:16]3[N:21]=[C:20]([NH:22][C:23]4[CH:28]=[CH:27][C:26]([F:29])=[C:25]([CH3:30])[CH:24]=4)[CH:19]=[CH:18][N:17]=3)=[CH:11][CH:10]=2)(=[O:8])=[O:7])[CH2:2]1.[CH:38](=O)[CH3:39]. (6) Given the product [CH3:13][S:14]([C:17]1[CH:24]=[CH:23][C:20]([C:21](=[NH:22])[NH:6][C:5]2[CH:7]=[CH:8][C:2]([Cl:26])=[CH:3][CH:4]=2)=[CH:19][CH:18]=1)(=[O:15])=[O:16], predict the reactants needed to synthesize it. The reactants are: F[C:2]1[CH:8]=[CH:7][C:5]([NH2:6])=[CH:4][CH:3]=1.C[Al](C)C.[CH3:13][S:14]([C:17]1[CH:24]=[CH:23][C:20]([C:21]#[N:22])=[CH:19][CH:18]=1)(=[O:16])=[O:15].C(Cl)[Cl:26]. (7) Given the product [F:1][C:2]([F:10])([F:9])[C:3]1[CH:7]=[C:6]([NH:8][C:12](=[O:13])[O:14][C:15]([CH3:17])=[CH2:16])[O:5][N:4]=1, predict the reactants needed to synthesize it. The reactants are: [F:1][C:2]([F:10])([F:9])[C:3]1[CH:7]=[C:6]([NH2:8])[O:5][N:4]=1.Cl[C:12]([O:14][C:15]([CH3:17])=[CH2:16])=[O:13].[Li+].C[Si]([N-][Si](C)(C)C)(C)C. (8) The reactants are: [NH2:1][C@H:2]([CH2:6][CH:7]=[CH2:8])[C:3]([OH:5])=[O:4].S(Cl)([Cl:11])=O.[CH3:13]O. Given the product [ClH:11].[NH2:1][C@H:2]([CH2:6][CH:7]=[CH2:8])[C:3]([O:5][CH3:13])=[O:4], predict the reactants needed to synthesize it. (9) Given the product [CH2:1]([N:3]1[C:7]2[C:8]([NH:12][C:29]([NH:28][C:19]3[CH:20]=[C:21]([S:24]([CH3:27])(=[O:26])=[O:25])[CH:22]=[CH:23][C:18]=3[O:17][CH:14]([CH3:16])[CH3:15])=[S:30])=[CH:9][CH:10]=[CH:11][C:6]=2[N:5]=[C:4]1[CH3:13])[CH3:2], predict the reactants needed to synthesize it. The reactants are: [CH2:1]([N:3]1[C:7]2[C:8]([NH2:12])=[CH:9][CH:10]=[CH:11][C:6]=2[N:5]=[C:4]1[CH3:13])[CH3:2].[CH:14]([O:17][C:18]1[CH:23]=[CH:22][C:21]([S:24]([CH3:27])(=[O:26])=[O:25])=[CH:20][C:19]=1[N:28]=[C:29]=[S:30])([CH3:16])[CH3:15].CC1N(C)C2C(NC(=S)NC3C=C(S(N)(=O)=O)C=CC=3OC(C)C)=CC=CC=2N=1. (10) Given the product [CH3:39][N:38]([CH3:40])[C:36]([C:35]1[CH:41]=[CH:42][C:32]([C:12]2[CH:13]=[C:14]3[C:9]([CH:8]([C:2]([CH3:1])([CH3:7])[C:3]([O:5][CH3:6])=[O:4])[C:21]4[C:16]([O:15]3)=[N:17][CH:18]=[CH:19][CH:20]=4)=[CH:10][CH:11]=2)=[CH:33][CH:34]=1)=[O:37], predict the reactants needed to synthesize it. The reactants are: [CH3:1][C:2]([CH:8]1[C:21]2[C:16](=[N:17][CH:18]=[CH:19][CH:20]=2)[O:15][C:14]2[C:9]1=[CH:10][CH:11]=[C:12](B1OC(C)(C)C(C)(C)O1)[CH:13]=2)([CH3:7])[C:3]([O:5][CH3:6])=[O:4].Br[C:32]1[CH:42]=[CH:41][C:35]([C:36]([N:38]([CH3:40])[CH3:39])=[O:37])=[CH:34][CH:33]=1.P([O-])([O-])([O-])=O.[K+].[K+].[K+].